This data is from Full USPTO retrosynthesis dataset with 1.9M reactions from patents (1976-2016). The task is: Predict the reactants needed to synthesize the given product. (1) Given the product [CH3:15][S:16][C:17]1[CH:25]=[C:24]2[C:20]([CH:21]=[C:22]([C:26]([NH:1][C@@H:2]3[CH2:7][CH2:6][CH2:5][NH:4][CH2:3]3)=[O:27])[NH:23]2)=[CH:19][CH:18]=1, predict the reactants needed to synthesize it. The reactants are: [NH2:1][C@@H:2]1[CH2:7][CH2:6][CH2:5][N:4](C(OC(C)(C)C)=O)[CH2:3]1.[CH3:15][S:16][C:17]1[CH:25]=[C:24]2[C:20]([CH:21]=[C:22]([C:26](O)=[O:27])[NH:23]2)=[CH:19][CH:18]=1.N. (2) Given the product [CH3:2][C:3]1[CH:4]=[C:5]([S:9]([NH:12][C:13]2[C:14](=[O:28])[N:15]([CH2:20][C:21]([OH:23])=[O:22])[C:16]([CH3:19])=[CH:17][CH:18]=2)(=[O:11])=[O:10])[CH:6]=[CH:7][CH:8]=1, predict the reactants needed to synthesize it. The reactants are: Cl.[CH3:2][C:3]1[CH:4]=[C:5]([S:9]([NH:12][C:13]2[C:14](=[O:28])[N:15]([CH2:20][C:21]([O:23]C(C)(C)C)=[O:22])[C:16]([CH3:19])=[CH:17][CH:18]=2)(=[O:11])=[O:10])[CH:6]=[CH:7][CH:8]=1. (3) Given the product [CH:1]1([NH:4][C:5](=[O:37])[C:6]2[CH:11]=[CH:10][C:9]([CH3:12])=[C:8]([NH:13][C:14](=[O:36])[C:15]3[CH:20]=[CH:19][C:18]([O:21][CH2:22][C:23]4[CH:28]=[CH:27][C:26]([O:56][CH2:54][CH2:55][N:42]([CH3:43])[CH3:41])=[CH:25][N:24]=4)=[CH:17][CH:16]=3)[CH:7]=2)[CH2:3][CH2:2]1, predict the reactants needed to synthesize it. The reactants are: [CH:1]1([NH:4][C:5](=[O:37])[C:6]2[CH:11]=[CH:10][C:9]([CH3:12])=[C:8]([NH:13][C:14](=[O:36])[C:15]3[CH:20]=[CH:19][C:18]([O:21][CH2:22][C:23]4[CH:28]=[CH:27][C:26](OCC5OCCO5)=[CH:25][N:24]=4)=[CH:17][CH:16]=3)[CH:7]=2)[CH2:3][CH2:2]1.Cl.[OH-].[Na+].[CH3:41][NH:42][CH3:43].C(O[BH-](O[C:54](=[O:56])[CH3:55])OC(=O)C)(=O)C.[Na+].